This data is from hERG potassium channel inhibition data for cardiac toxicity prediction from Karim et al.. The task is: Regression/Classification. Given a drug SMILES string, predict its toxicity properties. Task type varies by dataset: regression for continuous values (e.g., LD50, hERG inhibition percentage) or binary classification for toxic/non-toxic outcomes (e.g., AMES mutagenicity, cardiotoxicity, hepatotoxicity). Dataset: herg_karim. (1) The compound is O=C([C@H]1CNCC[C@@]12OCc1cc(F)c(F)cc12)N(Cc1cccc(Cl)c1Cl)C1CC1. The result is 0 (non-blocker). (2) The drug is COc1ccc2ncc(F)c(CC(NS(C)(=O)=O)C34CCC(NCc5ccc6c(n5)NC(=O)CO6)(CC3)CO4)c2n1. The result is 1 (blocker). (3) The compound is CCCCCCCN(CC)CC#Cc1ccc(C)cc1. The result is 1 (blocker). (4) The molecule is C[C@H]([C@H](O)c1ccc2c(c1)CN(C)C(=O)N2)N1CCC(O)(c2ccc(F)cc2)CC1. The result is 1 (blocker). (5) The molecule is CNc1nc(NCC(F)(F)F)c2sc(-c3ccc(C(F)(F)F)cc3)cc2n1. The result is 0 (non-blocker). (6) The drug is Oc1nnc2c3cc(-c4ccccc4)c(-c4ccc(CN5CCC(c6n[nH]c(-c7ccccn7)n6)CC5)cc4)nc3ccn12. The result is 1 (blocker). (7) The compound is CCO[C@H]1CN([C@H]2CC[C@@H](c3ccccc3)CC2)C[C@@H]1NC(=O)CNC(=O)c1cccc(C(F)(F)F)c1. The result is 1 (blocker). (8) The compound is Cc1nc2ccc(F)cc2c(=O)n1-c1ccc(OCCCN2CCCC2)cc1. The result is 1 (blocker). (9) The molecule is C[N+]1CC[N+]([C@@H]2c3ccccc3Nc3ccc(Cl)cc3N2O)CC1. The result is 0 (non-blocker).